Dataset: Reaction yield outcomes from USPTO patents with 853,638 reactions. Task: Predict the reaction yield, written as a fraction of the theoretical maximum amount of product (1.0 means a 100% yield; for example, 0.34 means a 34% yield). (1) The reactants are [OH:1][C@H:2]([C:23]1[CH:28]=[CH:27][CH:26]=[CH:25][CH:24]=1)[CH2:3][CH2:4][N:5]1[CH2:10][CH2:9][CH:8]([C:11]2[CH:12]=[C:13]([NH:17][C:18](=[O:22])[CH:19]([CH3:21])[CH3:20])[CH:14]=[CH:15][CH:16]=2)[CH2:7][CH2:6]1.[N+:29]([C:32]1[CH:33]=[C:34](O)[CH:35]=[CH:36][CH:37]=1)([O-:31])=[O:30].C1(P(C2C=CC=CC=2)C2C=CC=CC=2)C=CC=CC=1.N(C(OCC)=O)=NC(OCC)=O.N. The catalyst is C1COCC1.C(Cl)(Cl)Cl. The product is [CH3:20][CH:19]([CH3:21])[C:18]([NH:17][C:13]1[CH:14]=[CH:15][CH:16]=[C:11]([CH:8]2[CH2:9][CH2:10][N:5]([CH2:4][CH2:3][C@@H:2]([O:1][C:36]3[CH:35]=[CH:34][CH:33]=[C:32]([N+:29]([O-:31])=[O:30])[CH:37]=3)[C:23]3[CH:24]=[CH:25][CH:26]=[CH:27][CH:28]=3)[CH2:6][CH2:7]2)[CH:12]=1)=[O:22]. The yield is 0.408. (2) The reactants are Br[C:2]1[CH:3]=[C:4]2[C:8](=[C:9]([CH2:11][CH3:12])[CH:10]=1)[NH:7][N:6]=[CH:5]2.[C:13](=O)([O-:15])[O-:14].[Na+].[Na+]. The catalyst is O1CCOCC1.CC1C(P(C2C([CH2-])=CC=CC=2)C2C(C)=CC=CC=2)=CC=CC=1.CC1C(P(C2C([CH2-])=CC=CC=2)C2C(C)=CC=CC=2)=CC=CC=1.CC(O)=O.CC(O)=O.[Pd].[Pd].O.C(=[Mo](=C=O)(=C=O)(=C=O)(=C=O)=C=O)=O. The product is [CH2:11]([C:9]1[CH:10]=[C:2]([C:13]([OH:15])=[O:14])[CH:3]=[C:4]2[C:8]=1[NH:7][N:6]=[CH:5]2)[CH3:12]. The yield is 0.740. (3) The yield is 0.770. The catalyst is O. The reactants are C[O:2][C:3]([C:5]1[S:6][C:7]([C:34]([CH3:37])([CH3:36])[CH3:35])=[CH:8][C:9]=1[CH2:10][NH:11][CH2:12][C:13]1[CH:18]=[CH:17][C:16]([C:19]2[CH:24]=[C:23]([C:25]3[CH:26]=[N:27][N:28]([CH3:30])[CH:29]=3)[N:22]=[C:21]([O:31][CH3:32])[CH:20]=2)=[CH:15][C:14]=1[F:33])=[O:4].O.[OH-].[Li+].C1COCC1. The product is [C:34]([C:7]1[S:6][C:5]([C:3]([OH:4])=[O:2])=[C:9]([CH2:10][NH:11][CH2:12][C:13]2[CH:18]=[CH:17][C:16]([C:19]3[CH:24]=[C:23]([C:25]4[CH:26]=[N:27][N:28]([CH3:30])[CH:29]=4)[N:22]=[C:21]([O:31][CH3:32])[CH:20]=3)=[CH:15][C:14]=2[F:33])[CH:8]=1)([CH3:37])([CH3:35])[CH3:36]. (4) The reactants are [NH:1]1[C:9]2[CH2:8][CH2:7][CH2:6][CH2:5][C:4]=2[CH:3]=[C:2]1[C:10]([O:12][CH2:13][CH3:14])=[O:11].[H-].[Na+].Br[CH2:18][C:19]#[N:20]. The catalyst is CN(C=O)C. The product is [C:19]([CH2:18][N:1]1[C:9]2[CH2:8][CH2:7][CH2:6][CH2:5][C:4]=2[CH:3]=[C:2]1[C:10]([O:12][CH2:13][CH3:14])=[O:11])#[N:20]. The yield is 0.550. (5) The reactants are [NH2:1][C:2]1[CH:10]=[C:9]([C:11]([OH:13])=[O:12])[CH:8]=[CH:7][C:3]=1[C:4](O)=[O:5].[CH:14]([NH2:16])=O. No catalyst specified. The product is [O:5]=[C:4]1[C:3]2[C:2](=[CH:10][C:9]([C:11]([OH:13])=[O:12])=[CH:8][CH:7]=2)[N:1]=[CH:14][NH:16]1. The yield is 0.270. (6) The reactants are [C:1]([O:4][CH2:5][CH2:6][CH:7]1[C:11]2[CH:12]=[C:13]([C:16]3[C:24]4[C:19](=[CH:20][C:21]([F:25])=[CH:22][CH:23]=4)[N:18](C(OC(C)(C)C)=O)[CH:17]=3)[CH:14]=[CH:15][C:10]=2[S:9](=[O:34])(=[O:33])[N:8]1C(C)(C)C)(=[O:3])[CH3:2]. The catalyst is C(O)(C(F)(F)F)=O. The product is [C:1]([O:4][CH2:5][CH2:6][CH:7]1[C:11]2[CH:12]=[C:13]([C:16]3[C:24]4[C:19](=[CH:20][C:21]([F:25])=[CH:22][CH:23]=4)[NH:18][CH:17]=3)[CH:14]=[CH:15][C:10]=2[S:9](=[O:33])(=[O:34])[NH:8]1)(=[O:3])[CH3:2]. The yield is 0.600. (7) The reactants are Cl[C:2]1[C:11]2[C:6](=[CH:7][C:8]([CH2:12][OH:13])=[CH:9][CH:10]=2)[N:5]=[C:4]([CH3:14])[CH:3]=1.[NH:15]1[CH2:19][CH2:18][CH2:17][CH2:16]1. No catalyst specified. The product is [CH3:14][C:4]1[CH:3]=[C:2]([N:15]2[CH2:19][CH2:18][CH2:17][CH2:16]2)[C:11]2[C:6](=[CH:7][C:8]([C:12]([N:15]3[CH2:19][CH2:18][CH2:17][CH2:16]3)=[O:13])=[CH:9][CH:10]=2)[N:5]=1. The yield is 0.540. (8) The reactants are [CH3:1][O:2][C:3](=[O:15])[CH2:4][CH2:5][C:6]1[CH:11]=[CH:10][C:9]([CH2:12][OH:13])=[CH:8][C:7]=1[CH3:14]. The catalyst is C(Cl)(Cl)Cl.O=[Mn]=O. The product is [CH3:1][O:2][C:3](=[O:15])[CH2:4][CH2:5][C:6]1[CH:11]=[CH:10][C:9]([CH:12]=[O:13])=[CH:8][C:7]=1[CH3:14]. The yield is 0.600. (9) The reactants are [Cl:1][C:2]1[CH:3]=[C:4](B2OC(C)(C)C(C)(C)O2)[CH:5]=[C:6]([Cl:12])[C:7]=1[C:8]([F:11])([F:10])[F:9].Br[C:23]([C:25]([F:28])([F:27])[F:26])=[CH2:24].C([O-])([O-])=O.[Cs+].[Cs+]. The catalyst is C1COCC1.Cl[Pd](Cl)([P](C1C=CC=CC=1)(C1C=CC=CC=1)C1C=CC=CC=1)[P](C1C=CC=CC=1)(C1C=CC=CC=1)C1C=CC=CC=1. The product is [Cl:12][C:6]1[CH:5]=[C:4]([C:23]([C:25]([F:28])([F:27])[F:26])=[CH2:24])[CH:3]=[C:2]([Cl:1])[C:7]=1[C:8]([F:9])([F:10])[F:11]. The yield is 0.530.